This data is from Reaction yield outcomes from USPTO patents with 853,638 reactions. The task is: Predict the reaction yield, written as a fraction of the theoretical maximum amount of product (1.0 means a 100% yield; for example, 0.34 means a 34% yield). (1) The reactants are [CH3:1][O:2][CH2:3][CH2:4][O:5][CH2:6][CH2:7][O:8][CH2:9][CH2:10][O:11][CH3:12].ClCCOCCOCCOC.O[C:25]1[CH:32]=C[CH:30]=[CH:29][C:26]=1[CH:27]=[O:28]. No catalyst specified. The product is [O:11]([C:12]1[CH:30]=[CH:29][C:26]([CH:27]=[O:28])=[CH:25][CH:32]=1)[CH2:10][CH2:9][O:8][CH2:7][CH2:6][O:5][CH2:4][CH2:3][O:2][CH3:1]. The yield is 0.700. (2) The reactants are [O:1]1[CH2:6][CH2:5][CH2:4][CH2:3][CH:2]1[N:7]1[C:15]2[C:10](=[CH:11][C:12]([C:16]3[N:17]=[N:18][N:19]([C:21]([C:34]4[CH:39]=[CH:38][CH:37]=[CH:36][CH:35]=4)([C:28]4[CH:33]=[CH:32][CH:31]=[CH:30][CH:29]=4)[C:22]4[CH:27]=[CH:26][CH:25]=[CH:24][CH:23]=4)[N:20]=3)=[CH:13][CH:14]=2)[C:9]([C:40]2[CH:41]=[C:42]([NH2:46])[CH:43]=[CH:44][CH:45]=2)=[N:8]1.[CH3:47][O:48][CH2:49][C:50](Cl)=[O:51].C(N(CC)CC)C. The catalyst is O1CCCC1. The product is [CH3:47][O:48][CH2:49][C:50]([NH:46][C:42]1[CH:43]=[CH:44][CH:45]=[C:40]([C:9]2[C:10]3[C:15](=[CH:14][CH:13]=[C:12]([C:16]4[N:17]=[N:18][N:19]([C:21]([C:22]5[CH:27]=[CH:26][CH:25]=[CH:24][CH:23]=5)([C:34]5[CH:35]=[CH:36][CH:37]=[CH:38][CH:39]=5)[C:28]5[CH:33]=[CH:32][CH:31]=[CH:30][CH:29]=5)[N:20]=4)[CH:11]=3)[N:7]([CH:2]3[CH2:3][CH2:4][CH2:5][CH2:6][O:1]3)[N:8]=2)[CH:41]=1)=[O:51]. The yield is 0.380. (3) The reactants are [CH2:1]([O:8][C:9]1[CH:13]=[C:12]([C:14]([O:16]C)=[O:15])[N:11]([CH2:18][C:19]2[C:24]([CH3:25])=[CH:23][CH:22]=[CH:21][C:20]=2[CH3:26])[N:10]=1)[C:2]1[CH:7]=[CH:6][CH:5]=[CH:4][CH:3]=1.[CH3:27]O. The yield is 0.920. The catalyst is [OH-].[Na+]. The product is [CH2:1]([O:8][C:9]1[CH:13]=[C:12]([C:14]([OH:16])=[O:15])[N:11]([CH2:18][C:19]2[C:24]([CH3:25])=[CH:23][C:22]([CH3:27])=[CH:21][C:20]=2[CH3:26])[N:10]=1)[C:2]1[CH:3]=[CH:4][CH:5]=[CH:6][CH:7]=1.